This data is from Full USPTO retrosynthesis dataset with 1.9M reactions from patents (1976-2016). The task is: Predict the reactants needed to synthesize the given product. (1) Given the product [F:23][CH:24]1[C:29]([CH3:31])([OH:30])[CH2:28][CH2:27][N:26]([C:2]2[N:7]=[C:6]([NH:8][C:9]3[N:14]=[CH:13][C:12]4[N:15]=[C:16]([CH2:21][OH:22])[N:17]([CH:18]([CH3:20])[CH3:19])[C:11]=4[CH:10]=3)[CH:5]=[CH:4][N:3]=2)[CH2:25]1, predict the reactants needed to synthesize it. The reactants are: Cl[C:2]1[N:7]=[C:6]([NH:8][C:9]2[N:14]=[CH:13][C:12]3[N:15]=[C:16]([CH2:21][OH:22])[N:17]([CH:18]([CH3:20])[CH3:19])[C:11]=3[CH:10]=2)[CH:5]=[CH:4][N:3]=1.[F:23][CH:24]1[C:29]([CH3:31])([OH:30])[CH2:28][CH2:27][NH:26][CH2:25]1.C(N(CC)C(C)C)(C)C. (2) The reactants are: [H-].[Na+].[Cl:3][C:4]1[CH:5]=[C:6]([Cl:25])[C:7]2[C:8]3[CH2:17][CH2:16][N:15]([C:18]([O:20][C:21]([CH3:24])([CH3:23])[CH3:22])=[O:19])[CH2:14][CH2:13][C:9]=3[NH:10][C:11]=2[CH:12]=1.Br[CH2:27][CH2:28][O:29][C:30]1[CH:35]=[CH:34][CH:33]=[CH:32][CH:31]=1. Given the product [Cl:3][C:4]1[CH:5]=[C:6]([Cl:25])[C:7]2[C:8]3[CH2:17][CH2:16][N:15]([C:18]([O:20][C:21]([CH3:22])([CH3:24])[CH3:23])=[O:19])[CH2:14][CH2:13][C:9]=3[N:10]([CH2:27][CH2:28][O:29][C:30]3[CH:35]=[CH:34][CH:33]=[CH:32][CH:31]=3)[C:11]=2[CH:12]=1, predict the reactants needed to synthesize it. (3) Given the product [CH3:1][C:2]1([OH:9])[CH2:6][CH2:7][C@@H:8]2[C@H:3]1[CH2:4][CH2:5]2, predict the reactants needed to synthesize it. The reactants are: [CH3:1][C:2]([OH:9])([CH2:6][CH:7]=[CH2:8])[CH2:3][CH:4]=[CH2:5]. (4) Given the product [Cl:15][C:16]1[CH:21]=[CH:20][C:19]([NH:22][C:23](=[O:30])[CH2:24][O:25][CH2:26][C:27]([NH:11][C:10]2[CH:12]=[CH:13][CH:14]=[C:8]([O:7][CH2:6][C:2]3[O:1][CH:5]=[CH:4][CH:3]=3)[CH:9]=2)=[O:28])=[C:18]([CH:17]=1)[C:31]([OH:33])=[O:32], predict the reactants needed to synthesize it. The reactants are: [O:1]1[CH:5]=[CH:4][CH:3]=[C:2]1[CH2:6][O:7][C:8]1[CH:9]=[C:10]([CH:12]=[CH:13][CH:14]=1)[NH2:11].[Cl:15][C:16]1[CH:21]=[CH:20][C:19]([NH:22][C:23](=[O:30])[CH2:24][O:25][CH2:26][C:27](O)=[O:28])=[C:18]([C:31]([O:33]C)=[O:32])[CH:17]=1. (5) The reactants are: [C:1]([C:5]1[CH:10]=[CH:9][C:8]([S:11]([NH:14][C:15]2[CH:16]=[C:17]3[C:21](=[CH:22][CH:23]=2)[NH:20][C:19]([C:24](O)=[O:25])=[C:18]3[C:27]2[CH:32]=[CH:31][CH:30]=[CH:29][CH:28]=2)(=[O:13])=[O:12])=[CH:7][CH:6]=1)([CH3:4])([CH3:3])[CH3:2].[C:33]([NH:36][CH2:37][CH2:38][NH2:39])(=[O:35])[CH3:34]. Given the product [C:33]([NH:36][CH2:37][CH2:38][NH:39][C:24]([C:19]1[NH:20][C:21]2[C:17]([C:18]=1[C:27]1[CH:28]=[CH:29][CH:30]=[CH:31][CH:32]=1)=[CH:16][C:15]([NH:14][S:11]([C:8]1[CH:7]=[CH:6][C:5]([C:1]([CH3:3])([CH3:2])[CH3:4])=[CH:10][CH:9]=1)(=[O:12])=[O:13])=[CH:23][CH:22]=2)=[O:25])(=[O:35])[CH3:34], predict the reactants needed to synthesize it.